From a dataset of Full USPTO retrosynthesis dataset with 1.9M reactions from patents (1976-2016). Predict the reactants needed to synthesize the given product. Given the product [CH2:1]([O:3][C:4](=[O:12])[C:5]1[CH:10]=[CH:9][CH:8]=[CH:7][C:6]=1[NH:13][C:14]1[CH:23]=[C:22]2[C:17]([CH:18]=[CH:19][N:20]=[CH:21]2)=[CH:16][CH:15]=1)[CH3:2], predict the reactants needed to synthesize it. The reactants are: [CH2:1]([O:3][C:4](=[O:12])[C:5]1[CH:10]=[CH:9][CH:8]=[CH:7][C:6]=1Br)[CH3:2].[NH2:13][C:14]1[CH:23]=[C:22]2[C:17]([CH:18]=[CH:19][N:20]=[CH:21]2)=[CH:16][CH:15]=1.C1C=CC(P(C2C(C3C(P(C4C=CC=CC=4)C4C=CC=CC=4)=CC=C4C=3C=CC=C4)=C3C(C=CC=C3)=CC=2)C2C=CC=CC=2)=CC=1.C([O-])([O-])=O.[K+].[K+].